Dataset: Merck oncology drug combination screen with 23,052 pairs across 39 cell lines. Task: Regression. Given two drug SMILES strings and cell line genomic features, predict the synergy score measuring deviation from expected non-interaction effect. (1) Drug 1: COC12C(COC(N)=O)C3=C(C(=O)C(C)=C(N)C3=O)N1CC1NC12. Drug 2: N#Cc1ccc(Cn2cncc2CN2CCN(c3cccc(Cl)c3)C(=O)C2)cc1. Cell line: ZR751. Synergy scores: synergy=-1.76. (2) Drug 1: COc1cccc2c1C(=O)c1c(O)c3c(c(O)c1C2=O)CC(O)(C(=O)CO)CC3OC1CC(N)C(O)C(C)O1. Drug 2: C=CCn1c(=O)c2cnc(Nc3ccc(N4CCN(C)CC4)cc3)nc2n1-c1cccc(C(C)(C)O)n1. Cell line: A2780. Synergy scores: synergy=6.18. (3) Synergy scores: synergy=54.9. Cell line: OV90. Drug 2: COC1CC2CCC(C)C(O)(O2)C(=O)C(=O)N2CCCCC2C(=O)OC(C(C)CC2CCC(OP(C)(C)=O)C(OC)C2)CC(=O)C(C)C=C(C)C(O)C(OC)C(=O)C(C)CC(C)C=CC=CC=C1C. Drug 1: Cc1nc(Nc2ncc(C(=O)Nc3c(C)cccc3Cl)s2)cc(N2CCN(CCO)CC2)n1. (4) Drug 1: Nc1ccn(C2OC(CO)C(O)C2(F)F)c(=O)n1. Drug 2: Cn1cc(-c2cnn3c(N)c(Br)c(C4CCCNC4)nc23)cn1. Cell line: ES2. Synergy scores: synergy=-6.03. (5) Drug 1: CCC1(O)CC2CN(CCc3c([nH]c4ccccc34)C(C(=O)OC)(c3cc4c(cc3OC)N(C)C3C(O)(C(=O)OC)C(OC(C)=O)C5(CC)C=CCN6CCC43C65)C2)C1. Drug 2: COC1=C2CC(C)CC(OC)C(O)C(C)C=C(C)C(OC(N)=O)C(OC)C=CC=C(C)C(=O)NC(=CC1=O)C2=O. Cell line: A427. Synergy scores: synergy=-12.0. (6) Drug 1: NC1(c2ccc(-c3nc4ccn5c(=O)[nH]nc5c4cc3-c3ccccc3)cc2)CCC1. Drug 2: O=C(NOCC(O)CO)c1ccc(F)c(F)c1Nc1ccc(I)cc1F. Cell line: A2058. Synergy scores: synergy=45.2. (7) Synergy scores: synergy=26.4. Drug 1: COc1cccc2c1C(=O)c1c(O)c3c(c(O)c1C2=O)CC(O)(C(=O)CO)CC3OC1CC(N)C(O)C(C)O1. Drug 2: NC1(c2ccc(-c3nc4ccn5c(=O)[nH]nc5c4cc3-c3ccccc3)cc2)CCC1. Cell line: VCAP.